From a dataset of Catalyst prediction with 721,799 reactions and 888 catalyst types from USPTO. Predict which catalyst facilitates the given reaction. (1) Reactant: [H-].[Na+].[CH3:3]I.[Br:5][C:6]1[CH:11]=[CH:10][C:9]([CH2:12][CH2:13][CH2:14][CH2:15][OH:16])=[CH:8][CH:7]=1.O. Product: [Br:5][C:6]1[CH:7]=[CH:8][C:9]([CH2:12][CH2:13][CH2:14][CH2:15][O:16][CH3:3])=[CH:10][CH:11]=1. The catalyst class is: 9. (2) Reactant: [Br:1][C:2]1[CH:3]=[C:4]2[C:9](=[CH:10][CH:11]=1)[N:8]=[N:7][CH:6]=[C:5]2[OH:12].[N+:13]([O-])([OH:15])=[O:14]. Product: [Br:1][C:2]1[CH:3]=[C:4]2[C:9](=[CH:10][CH:11]=1)[N:8]=[N:7][C:6]([N+:13]([O-:15])=[O:14])=[C:5]2[OH:12]. The catalyst class is: 82. (3) Reactant: [CH2:1]([N:8]1[C:16]2[CH:15]=[CH:14][N:13]=[C:12](Cl)[C:11]=2[C:10]([I:18])=[N:9]1)[C:2]1[CH:7]=[CH:6][CH:5]=[CH:4][CH:3]=1.[CH3:19][OH:20].C[O-].[Na+].O. Product: [CH2:1]([N:8]1[C:16]2[CH:15]=[CH:14][N:13]=[C:12]([O:20][CH3:19])[C:11]=2[C:10]([I:18])=[N:9]1)[C:2]1[CH:7]=[CH:6][CH:5]=[CH:4][CH:3]=1. The catalyst class is: 5. (4) Reactant: [C:1]([OH:24])(=[O:23])[CH2:2][CH2:3][CH2:4][CH2:5][CH2:6][CH2:7][CH2:8][CH2:9][CH2:10][CH2:11][CH2:12][CH2:13][CH2:14][CH2:15][CH2:16][CH2:17][CH2:18][CH2:19][CH2:20][CH2:21][CH3:22].[OH-].[Na+:26]. Product: [C:1]([O-:24])(=[O:23])[CH2:2][CH2:3][CH2:4][CH2:5][CH2:6][CH2:7][CH2:8][CH2:9][CH2:10][CH2:11][CH2:12][CH2:13][CH2:14][CH2:15][CH2:16][CH2:17][CH2:18][CH2:19][CH2:20][CH2:21][CH3:22].[Na+:26]. The catalyst class is: 6. (5) Reactant: Br[CH:2]([CH:16]([CH3:18])[CH3:17])[C:3]([C:5]1[C:14]2[C:9](=[CH:10][CH:11]=[CH:12][CH:13]=2)[C:8]([F:15])=[CH:7][CH:6]=1)=O.[NH:19]1[CH2:23][CH2:22][NH:21][C:20]1=[S:24].CC(O)=O. Product: [F:15][C:8]1[C:9]2[C:14](=[CH:13][CH:12]=[CH:11][CH:10]=2)[C:5]([C:3]2[N:21]3[CH2:22][CH2:23][N:19]=[C:20]3[S:24][C:2]=2[CH:16]([CH3:18])[CH3:17])=[CH:6][CH:7]=1. The catalyst class is: 14. (6) Reactant: [F:1][C:2]1[CH:7]=[CH:6][C:5]([CH2:8][CH2:9][OH:10])=[C:4]([O:11][CH3:12])[CH:3]=1.C(N(CC)CC)C.[CH3:20][S:21](Cl)(=[O:23])=[O:22]. Product: [F:1][C:2]1[CH:7]=[CH:6][C:5]([CH2:8][CH2:9][O:10][S:21]([CH3:20])(=[O:23])=[O:22])=[C:4]([O:11][CH3:12])[CH:3]=1. The catalyst class is: 46. (7) Reactant: [C:1]([O:5][C:6](=[O:29])[NH:7][CH2:8][C:9]1[CH:14]=[CH:13][C:12]([C:15]2[CH:20]=[CH:19][CH:18]=[C:17]([O:21][C:22]3[CH:27]=[CH:26][N:25]=[C:24](Cl)[N:23]=3)[CH:16]=2)=[CH:11][CH:10]=1)([CH3:4])([CH3:3])[CH3:2].[C-]#N.[K+].[N:33]12CCN(CC1)C[CH2:34]2.CC(O)=O. Product: [C:1]([O:5][C:6](=[O:29])[NH:7][CH2:8][C:9]1[CH:14]=[CH:13][C:12]([C:15]2[CH:20]=[CH:19][CH:18]=[C:17]([O:21][C:22]3[CH:27]=[CH:26][N:25]=[C:24]([C:34]#[N:33])[N:23]=3)[CH:16]=2)=[CH:11][CH:10]=1)([CH3:4])([CH3:3])[CH3:2]. The catalyst class is: 374. (8) Reactant: [N:1]([CH:4]([C:8]1[CH:9]=[N:10][CH:11]=[CH:12][C:13]=1[C:14]([F:17])([F:16])[F:15])[CH:5]([CH3:7])[CH3:6])=[N+]=[N-]. Product: [NH2:1][CH:4]([C:8]1[CH:9]=[N:10][CH:11]=[CH:12][C:13]=1[C:14]([F:17])([F:15])[F:16])[CH:5]([CH3:7])[CH3:6]. The catalyst class is: 129.